From a dataset of Reaction yield outcomes from USPTO patents with 853,638 reactions. Predict the reaction yield, written as a fraction of the theoretical maximum amount of product (1.0 means a 100% yield; for example, 0.34 means a 34% yield). (1) The catalyst is C(O)(=O)CC(CC(O)=O)(C(O)=O)O. The reactants are [NH2:1][C:2]1[N:7]=[C:6]([C:8]#[N:9])[N:5]=[C:4]([NH:10][C:11]2[CH:16]=[CH:15][CH:14]=[C:13]([F:17])[C:12]=2[F:18])[N:3]=1.[C:19](=O)([O-])[O-].[K+].[K+].CI.CN(C=O)C. The yield is 0.910. The product is [NH2:1][C:2]1[N:7]=[C:6]([C:8]#[N:9])[N:5]=[C:4]([N:10]([C:11]2[CH:16]=[CH:15][CH:14]=[C:13]([F:17])[C:12]=2[F:18])[CH3:19])[N:3]=1. (2) The reactants are [CH3:1][N:2]1[CH:6]=[C:5]([C:7]2[CH:8]=[C:9]3[C:15]([C:16]4[N:21]=[C:20]([N:22]5[CH2:28][CH2:27][CH2:26][C@@H:25]([NH:29]C(=O)OCC6C=CC=CC=6)[CH2:24][CH2:23]5)[CH:19]=[CH:18][CH:17]=4)=[N:14][N:13]([CH:40]4[CH2:45][CH2:44][CH2:43][CH2:42][O:41]4)[C:10]3=[CH:11][N:12]=2)[CH:4]=[N:3]1.C1CC=CCC=1. The catalyst is C(O)C.[Pd]. The product is [CH3:1][N:2]1[CH:6]=[C:5]([C:7]2[CH:8]=[C:9]3[C:15]([C:16]4[N:21]=[C:20]([N:22]5[CH2:28][CH2:27][CH2:26][C@@H:25]([NH2:29])[CH2:24][CH2:23]5)[CH:19]=[CH:18][CH:17]=4)=[N:14][N:13]([CH:40]4[CH2:45][CH2:44][CH2:43][CH2:42][O:41]4)[C:10]3=[CH:11][N:12]=2)[CH:4]=[N:3]1. The yield is 0.713.